From a dataset of Forward reaction prediction with 1.9M reactions from USPTO patents (1976-2016). Predict the product of the given reaction. (1) Given the reactants [C:1]([CH2:3][C:4]([OH:6])=O)#[N:2].C1(N=C=NC2CCCCC2)CCCCC1.[CH3:22][C:23]([CH3:55])([CH3:54])[CH:24]([C:31]1[CH:36]=[C:35]([O:37][CH2:38][C:39]2[CH:48]=[CH:47][C:46]3[C:41](=[CH:42][CH:43]=[C:44]([F:49])[CH:45]=3)[N:40]=2)[CH:34]=[CH:33][C:32]=1[C:50](=[N:52]O)[NH2:51])[C:25]1[CH:30]=[CH:29][CH:28]=[CH:27][CH:26]=1, predict the reaction product. The product is: [CH3:22][C:23]([CH3:55])([CH3:54])[CH:24]([C:31]1[CH:36]=[C:35]([O:37][CH2:38][C:39]2[CH:48]=[CH:47][C:46]3[C:41](=[CH:42][CH:43]=[C:44]([F:49])[CH:45]=3)[N:40]=2)[CH:34]=[CH:33][C:32]=1[C:50]1[N:52]=[C:4]([CH2:3][C:1]#[N:2])[O:6][N:51]=1)[C:25]1[CH:26]=[CH:27][CH:28]=[CH:29][CH:30]=1. (2) Given the reactants [OH:1][C:2]1[CH:9]=[CH:8][CH:7]=[C:6]([N+:10]([O-:12])=[O:11])[C:3]=1[CH:4]=[O:5].[CH3:13][Al](C)C.Cl, predict the reaction product. The product is: [OH:5][CH:4]([C:3]1[C:6]([N+:10]([O-:12])=[O:11])=[CH:7][CH:8]=[CH:9][C:2]=1[OH:1])[CH3:13].